Dataset: Forward reaction prediction with 1.9M reactions from USPTO patents (1976-2016). Task: Predict the product of the given reaction. Given the reactants [CH3:1][C:2]1[O:6][C:5]([C:7]2[CH:8]=[C:9]([CH2:13]O)[CH:10]=[CH:11][CH:12]=2)=[N:4][CH:3]=1.P(Br)(Br)([Br:17])=O.C([O-])(O)=O.[Na+], predict the reaction product. The product is: [Br:17][CH2:13][C:9]1[CH:8]=[C:7]([C:5]2[O:6][C:2]([CH3:1])=[CH:3][N:4]=2)[CH:12]=[CH:11][CH:10]=1.